This data is from Reaction yield outcomes from USPTO patents with 853,638 reactions. The task is: Predict the reaction yield, written as a fraction of the theoretical maximum amount of product (1.0 means a 100% yield; for example, 0.34 means a 34% yield). (1) The catalyst is C1COCC1. The yield is 0.520. The product is [CH3:1][O:2][C:3]1[C:8]2[O:9][CH2:10][O:11][C:7]=2[CH:6]=[C:5]([CH2:12][OH:13])[CH:4]=1. The reactants are [CH3:1][O:2][C:3]1[C:8]2[O:9][CH2:10][O:11][C:7]=2[CH:6]=[C:5]([C:12](OC)=[O:13])[CH:4]=1.[H-].[H-].[H-].[H-].[Li+].[Al+3].O.[OH-].[Na+]. (2) The reactants are C(Cl)(=O)C(Cl)=O.[Na].[CH3:8][C:9]1([CH3:18])[O:13][C:12]([CH3:17])([C:14]([O-:16])=O)[CH2:11][O:10]1.[Na+].[C:20]([C:22]1[CH:28]=[CH:27][C:25]([NH2:26])=[CH:24][C:23]=1[C:29]([F:32])([F:31])[F:30])#[N:21].C([O-])(O)=O.[Na+]. The catalyst is O1CCCC1.C(N(CC)CC)C.CC(N(C)C)=O.C(OCC)(=O)C.CCCCCCC. The product is [C:20]([C:22]1[CH:28]=[CH:27][C:25]([NH:26][C:14]([C:12]2([CH3:17])[CH2:11][O:10][C:9]([CH3:8])([CH3:18])[O:13]2)=[O:16])=[CH:24][C:23]=1[C:29]([F:30])([F:31])[F:32])#[N:21]. The yield is 0.510. (3) The reactants are [CH3:1][O:2][C:3]1[CH:10]=[CH:9][C:6]([C:7]#[N:8])=[CH:5][C:4]=1[C:11]1[N:15]([CH2:16][CH2:17][O:18][CH2:19][Si:20]([CH3:23])([CH3:22])[CH3:21])[N:14]=[CH:13][C:12]=1[N+:24]([O-])=O.O.[Cl-].[NH4+]. The catalyst is C(O)C.ClCCl.[Fe]. The product is [NH2:24][C:12]1[CH:13]=[N:14][N:15]([CH2:16][CH2:17][O:18][CH2:19][Si:20]([CH3:21])([CH3:23])[CH3:22])[C:11]=1[C:4]1[CH:5]=[C:6]([CH:9]=[CH:10][C:3]=1[O:2][CH3:1])[C:7]#[N:8]. The yield is 0.840. (4) The reactants are [CH3:1][S:2]([O-:5])(=[O:4])=[O:3].C(N(C(C)C)C(C1C=CC(OCCCCO[C:22]2[CH:23]=[CH:24][C:25]3[O:29][N:28]=[C:27]([NH:30][C:31]([C@@H:33]([NH3+:35])[CH3:34])=[O:32])[C:26]=3[CH:36]=2)=C(OC)C=1)=O)(C)C.CS(O)(=O)=O.[CH:49]([N:52]([CH:83]([CH3:85])[CH3:84])[C:53]([C:55]1[CH:80]=[CH:79][C:58]([O:59][CH2:60][CH2:61][CH2:62][CH2:63][O:64]C2C=CC3ON=C(NC([NH2+]C)=O)C=3C=2)=[C:57]([O:81][CH3:82])[CH:56]=1)=[O:54])([CH3:51])[CH3:50].C([O:90][C:91]([NH:93][CH2:94]C(O)=O)=O)(C)(C)C. No catalyst specified. The product is [CH3:1][S:2]([O-:5])(=[O:4])=[O:3].[CH:83]([N:52]([CH:49]([CH3:51])[CH3:50])[C:53]([C:55]1[CH:80]=[CH:79][C:58]([O:59][CH2:60][CH2:61][CH2:62][CH2:63][O:64][C:23]2[CH:22]=[CH:36][C:26]3[C:27]([NH:30][C:31]([C@@H:33]([NH:35][C:91]([NH2+:93][CH3:94])=[O:90])[CH3:34])=[O:32])=[N:28][O:29][C:25]=3[CH:24]=2)=[C:57]([O:81][CH3:82])[CH:56]=1)=[O:54])([CH3:84])[CH3:85]. The yield is 0.720. (5) The yield is 0.270. The catalyst is C1(OC)C=CC=CC=1. The product is [CH3:7][CH:8]([C:16]1[CH:15]=[C:9]([CH:8]=[CH:7][C:6]=1[OH:5])[C:10]([O:12][CH2:13][CH3:14])=[O:11])[C:9]([CH3:15])=[CH2:10]. The reactants are CC(C)=CC[O:5][C:6]1[CH:16]=[CH:15][C:9]([C:10]([O:12][CH2:13][CH3:14])=[O:11])=[CH:8][CH:7]=1. (6) The reactants are [N:1]1[C:10]2[C:5](=[CH:6][C:7]([C:11]([OH:13])=[O:12])=[CH:8][CH:9]=2)[CH:4]=[CH:3][CH:2]=1.S(Cl)(Cl)=O.[CH3:18]O. No catalyst specified. The product is [N:1]1[C:10]2[C:5](=[CH:6][C:7]([C:11]([O:13][CH3:18])=[O:12])=[CH:8][CH:9]=2)[CH:4]=[CH:3][CH:2]=1. The yield is 0.750. (7) The reactants are [Si:1]([O:8][C@@H:9]1[C@H:13]([CH2:14][O:15][Si](C(C)(C)C)(C)C)[CH2:12][C@@H:11]([NH:23][C:24]2[CH:29]=[C:28]([NH:30][C@@H:31]3[C:39]4[C:34](=[CH:35][CH:36]=[CH:37][CH:38]=4)[CH2:33][C@@H:32]3[O:40][CH3:41])[N:27]=[CH:26][N:25]=2)[CH2:10]1)([C:4]([CH3:7])([CH3:6])[CH3:5])([CH3:3])[CH3:2].CC(O)=O. The catalyst is C1COCC1.O. The product is [Si:1]([O:8][C@@H:9]1[CH2:10][C@@H:11]([NH:23][C:24]2[CH:29]=[C:28]([NH:30][C@H:31]3[C:39]4[C:34](=[CH:35][CH:36]=[CH:37][CH:38]=4)[CH2:33][C@H:32]3[O:40][CH3:41])[N:27]=[CH:26][N:25]=2)[CH2:12][C@@H:13]1[CH2:14][OH:15])([C:4]([CH3:7])([CH3:5])[CH3:6])([CH3:3])[CH3:2]. The yield is 0.740. (8) The reactants are Br[C:2]1[CH:7]=[CH:6][C:5]([C@@H:8]([N:10]2[CH2:15][CH2:14][C:13]([CH2:19][CH2:20][CH2:21][OH:22])([CH:16]([CH3:18])[CH3:17])[O:12][C:11]2=[O:23])[CH3:9])=[CH:4][CH:3]=1.[CH3:24][C:25]1([CH3:41])[C:29]([CH3:31])([CH3:30])[O:28][B:27]([B:27]2[O:28][C:29]([CH3:31])([CH3:30])[C:25]([CH3:41])([CH3:24])[O:26]2)[O:26]1.C([O-])(=O)C.[K+].CCOC(C)=O. The catalyst is CS(C)=O.C1C=CC(P(C2C=CC=CC=2)[C-]2C=CC=C2)=CC=1.C1C=CC(P(C2C=CC=CC=2)[C-]2C=CC=C2)=CC=1.Cl[Pd]Cl.[Fe+2].O. The product is [OH:22][CH2:21][CH2:20][CH2:19][C:13]1([CH:16]([CH3:18])[CH3:17])[O:12][C:11](=[O:23])[N:10]([C@H:8]([C:5]2[CH:6]=[CH:7][C:2]([B:27]3[O:28][C:29]([CH3:31])([CH3:30])[C:25]([CH3:41])([CH3:24])[O:26]3)=[CH:3][CH:4]=2)[CH3:9])[CH2:15][CH2:14]1. The yield is 0.350.